This data is from Reaction yield outcomes from USPTO patents with 853,638 reactions. The task is: Predict the reaction yield, written as a fraction of the theoretical maximum amount of product (1.0 means a 100% yield; for example, 0.34 means a 34% yield). The reactants are ClCCl.I[C:5]1[CH:6]=[C:7]2[C:11](=[CH:12][CH:13]=1)[N:10]([CH2:14][O:15][CH2:16][CH2:17][Si:18]([CH3:21])([CH3:20])[CH3:19])[N:9]=[CH:8]2.[N:22]1[CH:27]=[CH:26][CH:25]=[C:24](B(O)O)[CH:23]=1.C([O-])([O-])=O.[Cs+].[Cs+]. The catalyst is COCCOC.O.C1C=CC(P(C2C=CC=CC=2)[C-]2C=CC=C2)=CC=1.C1C=CC(P(C2C=CC=CC=2)[C-]2C=CC=C2)=CC=1.Cl[Pd]Cl.[Fe+2]. The product is [N:22]1[CH:27]=[CH:26][CH:25]=[C:24]([C:5]2[CH:6]=[C:7]3[C:11](=[CH:12][CH:13]=2)[N:10]([CH2:14][O:15][CH2:16][CH2:17][Si:18]([CH3:21])([CH3:20])[CH3:19])[N:9]=[CH:8]3)[CH:23]=1. The yield is 0.530.